This data is from NCI-60 drug combinations with 297,098 pairs across 59 cell lines. The task is: Regression. Given two drug SMILES strings and cell line genomic features, predict the synergy score measuring deviation from expected non-interaction effect. (1) Drug 1: C1=CC(=C2C(=C1NCCNCCO)C(=O)C3=C(C=CC(=C3C2=O)O)O)NCCNCCO. Drug 2: C1=NC2=C(N1)C(=S)N=CN2. Cell line: T-47D. Synergy scores: CSS=32.0, Synergy_ZIP=-4.97, Synergy_Bliss=-2.73, Synergy_Loewe=-18.4, Synergy_HSA=-1.58. (2) Cell line: NCIH23. Drug 1: CN1CCC(CC1)COC2=C(C=C3C(=C2)N=CN=C3NC4=C(C=C(C=C4)Br)F)OC. Drug 2: CCC1=CC2CC(C3=C(CN(C2)C1)C4=CC=CC=C4N3)(C5=C(C=C6C(=C5)C78CCN9C7C(C=CC9)(C(C(C8N6C)(C(=O)OC)O)OC(=O)C)CC)OC)C(=O)OC.C(C(C(=O)O)O)(C(=O)O)O. Synergy scores: CSS=49.1, Synergy_ZIP=0.0575, Synergy_Bliss=3.25, Synergy_Loewe=-11.9, Synergy_HSA=3.85.